From a dataset of Peptide-MHC class I binding affinity with 185,985 pairs from IEDB/IMGT. Regression. Given a peptide amino acid sequence and an MHC pseudo amino acid sequence, predict their binding affinity value. This is MHC class I binding data. (1) The peptide sequence is GGHGGSTFK. The MHC is BoLA-T2a with pseudo-sequence BoLA-T2a. The binding affinity (normalized) is 0.261. (2) The peptide sequence is AGPCALRF. The MHC is H-2-Dd with pseudo-sequence H-2-Dd. The binding affinity (normalized) is 0.362. (3) The peptide sequence is AAHARFVAA. The MHC is HLA-A01:01 with pseudo-sequence HLA-A01:01. The binding affinity (normalized) is 0. (4) The peptide sequence is SLSSQLSNL. The MHC is HLA-A02:03 with pseudo-sequence HLA-A02:03. The binding affinity (normalized) is 0.917. (5) The peptide sequence is YLGTPNNTY. The MHC is HLA-B58:01 with pseudo-sequence HLA-B58:01. The binding affinity (normalized) is 0.0847. (6) The peptide sequence is SMELPSFGV. The MHC is HLA-A03:01 with pseudo-sequence HLA-A03:01. The binding affinity (normalized) is 0.0847. (7) The peptide sequence is QLAGYILTV. The MHC is HLA-A02:11 with pseudo-sequence HLA-A02:11. The binding affinity (normalized) is 1.00. (8) The peptide sequence is GRIPVSDIF. The MHC is HLA-B27:05 with pseudo-sequence HLA-B27:05. The binding affinity (normalized) is 0.208. (9) The peptide sequence is SKLRALLTL. The MHC is HLA-B15:17 with pseudo-sequence HLA-B15:17. The binding affinity (normalized) is 0.0847. (10) The peptide sequence is MMHASTSPF. The MHC is SLA-30401 with pseudo-sequence SLA-30401. The binding affinity (normalized) is 0.0847.